From a dataset of HIV replication inhibition screening data with 41,000+ compounds from the AIDS Antiviral Screen. Binary Classification. Given a drug SMILES string, predict its activity (active/inactive) in a high-throughput screening assay against a specified biological target. (1) The drug is c1ccc(-c2ccc(N=NN3CCCC3)cc2)cc1. The result is 0 (inactive). (2) The molecule is CCC12C=CCN3CCC4(C(=C(C(=O)OC)C1Nc1ccn(C5OC(COC(C)=O)C(OC(C)=O)C5OC(C)=O)c(=O)n1)Nc1ccccc14)C32. The result is 0 (inactive).